Dataset: Reaction yield outcomes from USPTO patents with 853,638 reactions. Task: Predict the reaction yield, written as a fraction of the theoretical maximum amount of product (1.0 means a 100% yield; for example, 0.34 means a 34% yield). (1) The reactants are [O:1]1[C:5]2[CH:6]=[CH:7][C:8]([C:10](=O)[C:11]([C:13]3[CH:18]=[CH:17][CH:16]=[C:15]([CH3:19])[N:14]=3)=O)=[CH:9][C:4]=2[O:3][CH2:2]1.[CH2:21]([C:24]1([CH:38]=O)[CH2:29][CH2:28][CH:27]([O:30][Si:31]([C:34]([CH3:37])([CH3:36])[CH3:35])([CH3:33])[CH3:32])[CH2:26][CH2:25]1)[CH:22]=[CH2:23].[CH2:40]([NH2:43])[CH:41]=[CH2:42].C([O-])(=O)C.[NH4+:48]. The catalyst is CC(O)=O.CC(OC)(C)C. The product is [CH2:40]([N:43]1[C:10]([C:8]2[CH:7]=[CH:6][C:5]3[O:1][CH2:2][O:3][C:4]=3[CH:9]=2)=[C:11]([C:13]2[CH:18]=[CH:17][CH:16]=[C:15]([CH3:19])[N:14]=2)[N:48]=[C:38]1[C:24]1([CH2:21][CH:22]=[CH2:23])[CH2:29][CH2:28][CH:27]([O:30][Si:31]([C:34]([CH3:37])([CH3:36])[CH3:35])([CH3:33])[CH3:32])[CH2:26][CH2:25]1)[CH:41]=[CH2:42]. The yield is 0.510. (2) The reactants are C(OC(=O)[NH:7][CH2:8][CH2:9][N:10]([CH:20]([C:24]1[N:25]([CH2:35][C:36]2[CH:41]=[CH:40][CH:39]=[CH:38][CH:37]=2)[C:26](=[O:34])[C:27]2[C:32]([CH3:33])=[N:31][S:30][C:28]=2[N:29]=1)[CH:21]([CH3:23])[CH3:22])[C:11](=[O:19])[C:12]1[CH:17]=[CH:16][C:15]([Br:18])=[CH:14][CH:13]=1)(C)(C)C.[ClH:43]. The product is [ClH:43].[NH2:7][CH2:8][CH2:9][N:10]([CH:20]([C:24]1[N:25]([CH2:35][C:36]2[CH:41]=[CH:40][CH:39]=[CH:38][CH:37]=2)[C:26](=[O:34])[C:27]2[C:32]([CH3:33])=[N:31][S:30][C:28]=2[N:29]=1)[CH:21]([CH3:23])[CH3:22])[C:11](=[O:19])[C:12]1[CH:17]=[CH:16][C:15]([Br:18])=[CH:14][CH:13]=1. The catalyst is O1CCOCC1. The yield is 0.960. (3) The reactants are [BH4-].[Li+].[Cl:3][C:4]1[CH:5]=[CH:6][C:7]([C:27](OC)=[O:28])=[C:8]2[C:12]=1[N:11]=[C:10]1[N:13]([C:17]3[C:18]([CH3:26])=[N:19][C:20]([O:24][CH3:25])=[N:21][C:22]=3[CH3:23])[CH2:14][CH2:15][CH2:16][N:9]21. The catalyst is O1CCCC1. The product is [Cl:3][C:4]1[C:12]2[N:11]=[C:10]3[N:13]([C:17]4[C:18]([CH3:26])=[N:19][C:20]([O:24][CH3:25])=[N:21][C:22]=4[CH3:23])[CH2:14][CH2:15][CH2:16][N:9]3[C:8]=2[C:7]([CH2:27][OH:28])=[CH:6][CH:5]=1. The yield is 0.980. (4) The reactants are Cl.[OH:2][C@H:3]1[CH2:7][N:6]([C:8]([C@@H:10]2[CH2:15][O:14][CH2:13][CH2:12][NH:11]2)=[O:9])[C@H:5]([C:16]([NH:18][CH2:19][C:20]2[CH:25]=[CH:24][C:23]([C:26]3[S:30][CH:29]=[N:28][C:27]=3[CH3:31])=[CH:22][CH:21]=2)=[O:17])[CH2:4]1.[CH3:32][O:33][CH2:34][C:35](O)=[O:36].CCN(C(C)C)C(C)C.CN(C(ON1N=NC2C=CC=NC1=2)=[N+](C)C)C.F[P-](F)(F)(F)(F)F. The catalyst is CN(C=O)C. The product is [OH:2][C@H:3]1[CH2:7][N:6]([C:8]([C@@H:10]2[CH2:15][O:14][CH2:13][CH2:12][N:11]2[C:35](=[O:36])[CH2:34][O:33][CH3:32])=[O:9])[C@H:5]([C:16]([NH:18][CH2:19][C:20]2[CH:21]=[CH:22][C:23]([C:26]3[S:30][CH:29]=[N:28][C:27]=3[CH3:31])=[CH:24][CH:25]=2)=[O:17])[CH2:4]1. The yield is 0.660. (5) The reactants are [CH3:1][S:2]([O:5][C:6]1[CH:11]=[CH:10][C:9]([C:12]2([C:20]3[CH:25]=[CH:24][C:23]([F:26])=[C:22](Br)[CH:21]=3)[C:16](=[O:17])[N:15]([CH3:18])[C:14]([NH2:19])=[N:13]2)=[CH:8][CH:7]=1)(=[O:4])=[O:3].[CH3:28][O:29][C:30]1[CH:35]=[CH:34][N:33]=[C:32]([Sn](CCCC)(CCCC)CCCC)[N:31]=1. The catalyst is Cl[Pd](Cl)([P](C1C=CC=CC=1)(C1C=CC=CC=1)C1C=CC=CC=1)[P](C1C=CC=CC=1)(C1C=CC=CC=1)C1C=CC=CC=1.O1CCCC1. The product is [CH3:1][S:2]([O:5][C:6]1[CH:11]=[CH:10][C:9]([C:12]2([C:20]3[CH:25]=[CH:24][C:23]([F:26])=[C:22]([C:32]4[N:31]=[C:30]([O:29][CH3:28])[CH:35]=[CH:34][N:33]=4)[CH:21]=3)[C:16](=[O:17])[N:15]([CH3:18])[C:14]([NH2:19])=[N:13]2)=[CH:8][CH:7]=1)(=[O:4])=[O:3]. The yield is 0.110. (6) The reactants are [NH2:1][C:2]1[C:3]([Cl:26])=[N:4][C:5]([CH3:25])=[CH:6][C:7]=1[NH:8][C:9]1[CH:14]=[CH:13][C:12]([CH2:15][CH2:16][NH:17][C:18](=[O:24])[O:19][C:20]([CH3:23])([CH3:22])[CH3:21])=[CH:11][CH:10]=1.[C:27](Cl)(=O)[CH2:28][CH3:29].O.C1(C)C=CC(S(O)(=O)=O)=CC=1. The catalyst is C1(C)C=CC=CC=1.ClCCl.C(OCC)(=O)C. The product is [Cl:26][C:3]1[C:2]2[N:1]=[C:27]([CH2:28][CH3:29])[N:8]([C:9]3[CH:10]=[CH:11][C:12]([CH2:15][CH2:16][NH:17][C:18](=[O:24])[O:19][C:20]([CH3:22])([CH3:23])[CH3:21])=[CH:13][CH:14]=3)[C:7]=2[CH:6]=[C:5]([CH3:25])[N:4]=1. The yield is 0.340. (7) The yield is 0.0900. The product is [Br:1][C:2]1[C:8]([Br:9])=[CH:7][C:5]2[O:6][C:26]([CH3:28])([CH3:25])[O:10][C:4]=2[CH:3]=1. The catalyst is C1(C)C=CC=CC=1.O. The reactants are [Br:1][C:2]1[CH:3]=[C:4]([OH:10])[C:5](=[CH:7][C:8]=1[Br:9])[OH:6].O=P12OP3(OP(OP(O3)(O1)=O)(=O)O2)=O.[CH3:25][C:26]([CH3:28])=O.[OH-].[Na+].